From a dataset of Forward reaction prediction with 1.9M reactions from USPTO patents (1976-2016). Predict the product of the given reaction. (1) Given the reactants Cl[C:2]1[C:11]2[C:6](=[CH:7][CH:8]=[C:9]([NH:12][C:13](=[O:15])[CH3:14])[CH:10]=2)[N:5]=[CH:4][CH:3]=1.[S-2:16].[Na+].[Na+].Br[C:20]1([C:24]([O:26][CH2:27][CH3:28])=[O:25])[CH2:23][CH2:22][CH2:21]1.C(=O)([O-])[O-].[Cs+].[Cs+], predict the reaction product. The product is: [C:13]([NH:12][C:9]1[CH:10]=[C:11]2[C:6](=[CH:7][CH:8]=1)[N:5]=[CH:4][CH:3]=[C:2]2[S:16][C:20]1([C:24]([O:26][CH2:27][CH3:28])=[O:25])[CH2:23][CH2:22][CH2:21]1)(=[O:15])[CH3:14]. (2) Given the reactants [C:1]([O:5][C:6]([N:8]1[CH2:13][CH2:12][C:11](=[O:14])[CH2:10][CH2:9]1)=[O:7])([CH3:4])([CH3:3])[CH3:2].[Br:15]C1CC(C(C)C)CCC1=O, predict the reaction product. The product is: [C:1]([O:5][C:6]([N:8]1[CH2:9][CH2:10][C:11](=[O:14])[CH:12]([Br:15])[CH2:13]1)=[O:7])([CH3:4])([CH3:2])[CH3:3]. (3) Given the reactants S(O)(O)(=O)=O.[NH2:6][C:7]1[NH:8][CH:9]=[CH:10][N:11]=1.[C:12](Cl)(=[O:17])[CH2:13][CH:14]([CH3:16])[CH3:15].O, predict the reaction product. The product is: [NH:8]1[CH:9]=[CH:10][N:11]=[C:7]1[NH:6][C:12](=[O:17])[CH2:13][CH:14]([CH3:16])[CH3:15]. (4) Given the reactants C(N(C(C)C)C(C)C)C.[F:10][C:11]1[CH:16]=[CH:15][CH:14]=[CH:13][C:12]=1[N:17]1[C:25]2[C:20](=[C:21]([N:26]3[CH2:33][CH:32]4[CH:28]([CH2:29][NH:30][CH2:31]4)[C:27]3=[O:34])[CH:22]=[CH:23][CH:24]=2)[CH:19]=[N:18]1.[C:35](Cl)(=[O:39])[CH:36]([CH3:38])[CH3:37], predict the reaction product. The product is: [F:10][C:11]1[CH:16]=[CH:15][CH:14]=[CH:13][C:12]=1[N:17]1[C:25]2[C:20](=[C:21]([N:26]3[CH2:33][C@@H:32]4[C@H:28]([CH2:29][N:30]([C:35](=[O:39])[CH:36]([CH3:38])[CH3:37])[CH2:31]4)[C:27]3=[O:34])[CH:22]=[CH:23][CH:24]=2)[CH:19]=[N:18]1. (5) Given the reactants [OH:1][CH2:2][CH2:3][C:4]1([CH2:17][CH2:18][OH:19])[CH2:9][CH2:8][N:7]([C:10]([O:12][C:13]([CH3:16])([CH3:15])[CH3:14])=[O:11])[CH2:6][CH2:5]1.[CH3:20][S:21](Cl)(=[O:23])=[O:22].C(O)(=O)CC(CC(O)=O)(C(O)=O)O, predict the reaction product. The product is: [CH3:20][S:21]([O:1][CH2:2][CH2:3][C:4]1([CH2:17][CH2:18][O:19][S:21]([CH3:20])(=[O:23])=[O:22])[CH2:9][CH2:8][N:7]([C:10]([O:12][C:13]([CH3:15])([CH3:14])[CH3:16])=[O:11])[CH2:6][CH2:5]1)(=[O:23])=[O:22]. (6) Given the reactants [Na+].[Cl-].O[C:4]1[CH:26]=[C:25]([OH:27])[CH:24]=[CH:23][C:5]=1[C@@H:6]1[CH2:15][CH2:14][C:13]2[C:8](=[C:9]([CH2:18][CH:19]=[C:20]([CH3:22])[CH3:21])[C:10]([O:16]C)=[CH:11][CH:12]=2)[O:7]1.C[OH:29], predict the reaction product. The product is: [CH3:21][C:20]([CH3:22])=[CH:19][CH2:18][C:9]1[C:10]([OH:16])=[CH:11][CH:12]=[C:13]([C:14](/[CH:15]=[CH:6]/[C:5]2[CH:23]=[CH:24][C:25]([OH:27])=[CH:26][CH:4]=2)=[O:29])[C:8]=1[OH:7]. (7) Given the reactants Cl[C:2]1[C:3]2[C:10]3[CH2:11][CH2:12][CH:13]([N:15]([CH3:17])[CH3:16])[CH2:14][C:9]=3[S:8][C:4]=2[N:5]=[CH:6][N:7]=1.[CH3:18][O:19][C:20]1[CH:28]=[C:27]2[C:23]([CH:24]=[N:25][NH:26]2)=[CH:22][C:21]=1[NH2:29], predict the reaction product. The product is: [CH3:18][O:19][C:20]1[CH:28]=[C:27]2[C:23]([CH:24]=[N:25][NH:26]2)=[CH:22][C:21]=1[NH:29][C:2]1[C:3]2[C:10]3[CH2:11][CH2:12][CH:13]([N:15]([CH3:17])[CH3:16])[CH2:14][C:9]=3[S:8][C:4]=2[N:5]=[CH:6][N:7]=1. (8) Given the reactants [Cl:1][C:2]1[CH:27]=[CH:26][C:25]([Cl:28])=[CH:24][C:3]=1[O:4][C:5]1[C:10]([C:11]([N:13]2[C:22]3[C:17](=[CH:18][CH:19]=[CH:20][CH:21]=3)[NH:16][CH2:15][CH2:14]2)=[O:12])=[CH:9][C:8]([F:23])=[CH:7][N:6]=1.[H-].[Na+].[CH2:31]([O:33][C:34](=[O:39])[CH2:35][CH2:36][CH2:37]Br)[CH3:32], predict the reaction product. The product is: [CH2:31]([O:33][C:34](=[O:39])[CH2:35][CH2:36][CH2:37][N:16]1[C:17]2[C:22](=[CH:21][CH:20]=[CH:19][CH:18]=2)[N:13]([C:11]([C:10]2[C:5]([O:4][C:3]3[CH:24]=[C:25]([Cl:28])[CH:26]=[CH:27][C:2]=3[Cl:1])=[N:6][CH:7]=[C:8]([F:23])[CH:9]=2)=[O:12])[CH2:14][CH2:15]1)[CH3:32]. (9) Given the reactants [O:1]1[C:5]2[CH:6]=[CH:7][CH:8]=[CH:9][C:4]=2[C:3]([NH:10][C:11]([N:13]2[CH2:18][CH2:17][N:16]([C:19]3[S:23][N:22]=[C:21]([N:24]4[CH2:29][CH2:28][CH:27]([C:30]([O:32]CC)=[O:31])[CH2:26][CH2:25]4)[N:20]=3)[CH2:15][CH2:14]2)=[O:12])=[N:2]1.[OH-].[Na+].O1CCCC1, predict the reaction product. The product is: [O:1]1[C:5]2[CH:6]=[CH:7][CH:8]=[CH:9][C:4]=2[C:3]([NH:10][C:11]([N:13]2[CH2:18][CH2:17][N:16]([C:19]3[S:23][N:22]=[C:21]([N:24]4[CH2:25][CH2:26][CH:27]([C:30]([OH:32])=[O:31])[CH2:28][CH2:29]4)[N:20]=3)[CH2:15][CH2:14]2)=[O:12])=[N:2]1. (10) Given the reactants CS(Cl)(=O)=O.[CH3:6][O:7][C:8]([C:10]1[C:11]([N:23]([S:32]([C:35]2[CH:40]=[CH:39][C:38]([F:41])=[CH:37][C:36]=2/[CH:42]=[CH:43]\[CH2:44]O)(=[O:34])=[O:33])[CH2:24][O:25][CH2:26][CH2:27][Si:28]([CH3:31])([CH3:30])[CH3:29])=[CH:12][CH:13]=[C:14]2[C:19]=1[O:18][CH2:17][C:16]1[O:20][CH:21]=[CH:22][C:15]2=1)=[O:9].[CH:46]([N:49](C(C)C)CC)(C)[CH3:47].C(N)C, predict the reaction product. The product is: [CH2:46]([NH:49][CH2:44]/[CH:43]=[CH:42]\[C:36]1[CH:37]=[C:38]([F:41])[CH:39]=[CH:40][C:35]=1[S:32]([N:23]([C:11]1[C:10]([C:8]([O:7][CH3:6])=[O:9])=[C:19]2[C:14]([C:15]3[CH:22]=[CH:21][O:20][C:16]=3[CH2:17][O:18]2)=[CH:13][CH:12]=1)[CH2:24][O:25][CH2:26][CH2:27][Si:28]([CH3:31])([CH3:30])[CH3:29])(=[O:33])=[O:34])[CH3:47].